Regression. Given two drug SMILES strings and cell line genomic features, predict the synergy score measuring deviation from expected non-interaction effect. From a dataset of NCI-60 drug combinations with 297,098 pairs across 59 cell lines. (1) Drug 1: COC1=C(C=C2C(=C1)N=CN=C2NC3=CC(=C(C=C3)F)Cl)OCCCN4CCOCC4. Drug 2: CC=C1C(=O)NC(C(=O)OC2CC(=O)NC(C(=O)NC(CSSCCC=C2)C(=O)N1)C(C)C)C(C)C. Cell line: NCI/ADR-RES. Synergy scores: CSS=31.1, Synergy_ZIP=-4.24, Synergy_Bliss=4.99, Synergy_Loewe=6.12, Synergy_HSA=5.87. (2) Drug 1: CS(=O)(=O)CCNCC1=CC=C(O1)C2=CC3=C(C=C2)N=CN=C3NC4=CC(=C(C=C4)OCC5=CC(=CC=C5)F)Cl. Drug 2: C1CN(P(=O)(OC1)NCCCl)CCCl. Cell line: ACHN. Synergy scores: CSS=9.49, Synergy_ZIP=-1.11, Synergy_Bliss=1.68, Synergy_Loewe=-15.3, Synergy_HSA=-3.35. (3) Drug 1: CC1C(C(CC(O1)OC2CC(CC3=C2C(=C4C(=C3O)C(=O)C5=C(C4=O)C(=CC=C5)OC)O)(C(=O)C)O)N)O.Cl. Drug 2: COC1=NC(=NC2=C1N=CN2C3C(C(C(O3)CO)O)O)N. Cell line: KM12. Synergy scores: CSS=14.2, Synergy_ZIP=-0.277, Synergy_Bliss=-5.70, Synergy_Loewe=-20.3, Synergy_HSA=0.00537. (4) Drug 1: CC1C(C(CC(O1)OC2CC(CC3=C2C(=C4C(=C3O)C(=O)C5=C(C4=O)C(=CC=C5)OC)O)(C(=O)CO)O)N)O. Drug 2: CC1CCC2CC(C(=CC=CC=CC(CC(C(=O)C(C(C(=CC(C(=O)CC(OC(=O)C3CCCCN3C(=O)C(=O)C1(O2)O)C(C)CC4CCC(C(C4)OC)OP(=O)(C)C)C)C)O)OC)C)C)C)OC. Cell line: T-47D. Synergy scores: CSS=69.1, Synergy_ZIP=10.9, Synergy_Bliss=10.6, Synergy_Loewe=15.3, Synergy_HSA=16.7. (5) Drug 1: C(CC(=O)O)C(=O)CN.Cl. Drug 2: CC(C)CN1C=NC2=C1C3=CC=CC=C3N=C2N. Cell line: NCI-H460. Synergy scores: CSS=16.7, Synergy_ZIP=3.46, Synergy_Bliss=3.83, Synergy_Loewe=2.81, Synergy_HSA=1.73. (6) Drug 1: CN(C)C1=NC(=NC(=N1)N(C)C)N(C)C. Drug 2: N.N.Cl[Pt+2]Cl. Cell line: A549. Synergy scores: CSS=2.52, Synergy_ZIP=1.82, Synergy_Bliss=5.14, Synergy_Loewe=-0.336, Synergy_HSA=0.807. (7) Drug 1: CC1C(C(CC(O1)OC2CC(CC3=C2C(=C4C(=C3O)C(=O)C5=C(C4=O)C(=CC=C5)OC)O)(C(=O)CO)O)N)O.Cl. Drug 2: C(CCl)NC(=O)N(CCCl)N=O. Cell line: HOP-62. Synergy scores: CSS=37.8, Synergy_ZIP=-5.99, Synergy_Bliss=-12.0, Synergy_Loewe=-21.1, Synergy_HSA=-9.83.